This data is from Forward reaction prediction with 1.9M reactions from USPTO patents (1976-2016). The task is: Predict the product of the given reaction. (1) Given the reactants [Cl:1][C:2]1[CH:3]=[C:4]([CH:23]([CH2:29][C:30]([F:33])([F:32])[F:31])[C:24]([O:26]CC)=[O:25])[CH:5]=[C:6]([C:13]2[CH:18]=[CH:17][C:16]([C:19]([F:22])([F:21])[F:20])=[CH:15][CH:14]=2)[C:7]=1[O:8][CH2:9][CH:10]1[CH2:12][CH2:11]1.CO.O.O[Li].O, predict the reaction product. The product is: [Cl:1][C:2]1[CH:3]=[C:4]([CH:23]([CH2:29][C:30]([F:31])([F:32])[F:33])[C:24]([OH:26])=[O:25])[CH:5]=[C:6]([C:13]2[CH:14]=[CH:15][C:16]([C:19]([F:21])([F:22])[F:20])=[CH:17][CH:18]=2)[C:7]=1[O:8][CH2:9][CH:10]1[CH2:11][CH2:12]1. (2) Given the reactants O=[C:2]1[CH2:7][CH2:6][CH:5]([C:8]([OH:10])=O)[CH2:4][CH2:3]1.[CH3:11][N:12]([CH:14]=O)[CH3:13].[N:16]1[CH:21]=CC=[CH:18][CH:17]=1.C(Cl)(=O)C([Cl:25])=O.[NH2:28][C:29]1[CH:44]=[CH:43][C:42]([Cl:45])=[CH:41][C:30]=1[C:31]([NH:33][C:34]1[CH:39]=[CH:38][C:37]([Cl:40])=[CH:36][N:35]=1)=[O:32], predict the reaction product. The product is: [ClH:25].[ClH:40].[Cl:45][C:42]1[CH:43]=[CH:44][C:29]([NH:28][C:8]([CH:5]2[CH2:4][CH2:3][CH:2]([N:16]3[CH2:17][CH2:18][CH2:13][N:12]([CH3:11])[CH2:14][CH2:21]3)[CH2:7][CH2:6]2)=[O:10])=[C:30]([CH:41]=1)[C:31]([NH:33][C:34]1[CH:39]=[CH:38][C:37]([Cl:40])=[CH:36][N:35]=1)=[O:32].